Dataset: Full USPTO retrosynthesis dataset with 1.9M reactions from patents (1976-2016). Task: Predict the reactants needed to synthesize the given product. (1) The reactants are: [CH3:1]C(C)([O-])C.[K+].[F:7][C:8]1[CH:13]=[C:12]([CH:14]=O)[CH:11]=[C:10]([F:16])[C:9]=1[C:17]1[N:22]=[C:21]([C:23]([NH:25][C:26]2[CH:27]=[N:28][CH:29]=[CH:30][C:31]=2[C@@H:32]2[CH2:37][C@H:36]([CH3:38])[CH2:35][C@H:34]([NH:39][C:40](=[O:46])[O:41][C:42]([CH3:45])([CH3:44])[CH3:43])[CH2:33]2)=[O:24])[CH:20]=[CH:19][C:18]=1[F:47]. Given the product [F:16][C:10]1[CH:11]=[C:12]([CH:14]=[CH2:1])[CH:13]=[C:8]([F:7])[C:9]=1[C:17]1[N:22]=[C:21]([C:23]([NH:25][C:26]2[CH:27]=[N:28][CH:29]=[CH:30][C:31]=2[C@@H:32]2[CH2:37][C@H:36]([CH3:38])[CH2:35][C@H:34]([NH:39][C:40](=[O:46])[O:41][C:42]([CH3:44])([CH3:43])[CH3:45])[CH2:33]2)=[O:24])[CH:20]=[CH:19][C:18]=1[F:47], predict the reactants needed to synthesize it. (2) Given the product [Cl:29][C:24]1[C:23]([CH3:30])=[N:22][C:21]2[N:26]([N:27]=[C:19]3[CH2:18][N:17]([C:15]([C:10]4[CH:11]=[CH:12][CH:13]=[CH:14][C:9]=4[O:8][C:5]([F:6])([F:7])[C:4]([NH2:33])=[O:3])=[O:16])[CH2:31][C:20]3=2)[C:25]=1[CH3:28], predict the reactants needed to synthesize it. The reactants are: C([O:3][C:4](=O)[C:5]([O:8][C:9]1[CH:14]=[CH:13][CH:12]=[CH:11][C:10]=1[C:15]([N:17]1[CH2:31][C:20]2=[C:21]3[N:26]([N:27]=[C:19]2[CH2:18]1)[C:25]([CH3:28])=[C:24]([Cl:29])[C:23]([CH3:30])=[N:22]3)=[O:16])([F:7])[F:6])C.[NH4+:33].[OH-].CO. (3) Given the product [Br:8][C:9]1[CH:14]=[CH:13][C:12]([C:2]2[CH:3]=[N:4][CH:5]=[N:6][CH:7]=2)=[CH:11][CH:10]=1, predict the reactants needed to synthesize it. The reactants are: Br[C:2]1[CH:3]=[N:4][CH:5]=[N:6][CH:7]=1.[Br:8][C:9]1[CH:14]=[CH:13][C:12](B(O)O)=[CH:11][CH:10]=1.C(=O)([O-])[O-].[Na+].[Na+].C(OCC)(=O)C. (4) Given the product [NH2:2][C:1]([C:3]1[CH:18]=[CH:17][C:6]([C:7]([O:9][CH2:10][C:11]2[CH:16]=[CH:15][CH:14]=[CH:13][CH:12]=2)=[O:8])=[CH:5][C:4]=1[NH:19][CH:20]1[CH2:25][CH2:24][CH2:23][CH2:22][CH2:21]1)=[O:27], predict the reactants needed to synthesize it. The reactants are: [C:1]([C:3]1[CH:18]=[CH:17][C:6]([C:7]([O:9][CH2:10][C:11]2[CH:16]=[CH:15][CH:14]=[CH:13][CH:12]=2)=[O:8])=[CH:5][C:4]=1[NH:19][CH:20]1[CH2:25][CH2:24][CH2:23][CH2:22][CH2:21]1)#[N:2].C(=O)([O-])[O-:27].[K+].[K+].O. (5) Given the product [Cl:1][C:2]1[CH:3]=[CH:4][C:5]([C@H:8]2[C@@H:12]([C:13]3[CH:14]=[CH:15][C:16]([Cl:19])=[CH:17][CH:18]=3)[N:11]([C:20]([N:47]3[CH2:46][CH2:45][N:44]([CH2:43][C:42]([N:41]([CH2:40][CH2:39][C:37]#[N:38])[CH3:51])=[O:50])[CH2:49][CH2:48]3)=[O:21])[C:10]([C:23]3[CH:28]=[CH:27][C:26]([C:29]([C:32]#[N:33])([CH3:30])[CH3:31])=[CH:25][C:24]=3[O:34][CH2:35][CH3:36])=[N:9]2)=[CH:6][CH:7]=1, predict the reactants needed to synthesize it. The reactants are: [Cl:1][C:2]1[CH:7]=[CH:6][C:5]([C@H:8]2[C@@H:12]([C:13]3[CH:18]=[CH:17][C:16]([Cl:19])=[CH:15][CH:14]=3)[N:11]([C:20](Cl)=[O:21])[C:10]([C:23]3[CH:28]=[CH:27][C:26]([C:29]([C:32]#[N:33])([CH3:31])[CH3:30])=[CH:25][C:24]=3[O:34][CH2:35][CH3:36])=[N:9]2)=[CH:4][CH:3]=1.[C:37]([CH2:39][CH2:40][N:41]([CH3:51])[C:42](=[O:50])[CH2:43][N:44]1[CH2:49][CH2:48][NH:47][CH2:46][CH2:45]1)#[N:38]. (6) Given the product [CH3:1][S:2][C:3]1[CH:8]=[CH:7][C:6]([C:9]2([C:10]#[N:11])[CH2:17][CH2:16][O:15][CH2:14][CH2:13]2)=[CH:5][CH:4]=1, predict the reactants needed to synthesize it. The reactants are: [CH3:1][S:2][C:3]1[CH:8]=[CH:7][C:6]([CH2:9][C:10]#[N:11])=[CH:5][CH:4]=1.Br[CH2:13][CH2:14][O:15][CH2:16][CH2:17]Br.[H-].[Na+].[I-].[K+]. (7) Given the product [C:26]1([CH3:36])[CH:31]=[CH:30][C:29]([S:32]([N:9]2[C:3]3([CH2:2][CH2:1]3)[CH2:4][N:5]([C:10]3[C:11]4[CH:18]=[CH:17][NH:16][C:12]=4[N:13]=[CH:14][N:15]=3)[CH2:6][CH2:7][CH2:8]2)(=[O:34])=[O:33])=[CH:28][CH:27]=1, predict the reactants needed to synthesize it. The reactants are: [CH2:1]1[C:3]2([NH:9][CH2:8][CH2:7][CH2:6][N:5]([C:10]3[C:11]4[CH:18]=[CH:17][NH:16][C:12]=4[N:13]=[CH:14][N:15]=3)[CH2:4]2)[CH2:2]1.C(N(CC)CC)C.[C:26]1([CH3:36])[CH:31]=[CH:30][C:29]([S:32](Cl)(=[O:34])=[O:33])=[CH:28][CH:27]=1. (8) The reactants are: [C:1]1([N:7]2[CH2:12][CH2:11][CH:10]([C:13]([OH:15])=O)[CH2:9][CH2:8]2)[CH:6]=[CH:5][CH:4]=[CH:3][CH:2]=1.BrC1C=CC=CC=1.[NH2:23][C:24]1[CH:25]=[N:26][C:27]2[C:32]([CH:33]=1)=[CH:31][CH:30]=[CH:29][CH:28]=2. Given the product [N:26]1[C:27]2[C:32](=[CH:31][CH:30]=[CH:29][CH:28]=2)[CH:33]=[C:24]([NH:23][C:13]([CH:10]2[CH2:9][CH2:8][N:7]([C:1]3[CH:2]=[CH:3][CH:4]=[CH:5][CH:6]=3)[CH2:12][CH2:11]2)=[O:15])[CH:25]=1, predict the reactants needed to synthesize it. (9) Given the product [Br:12][CH2:13][CH2:14][CH2:15][CH2:16][CH2:17][C:18]([C:9]1[CH:8]=[CH:7][C:6]2[O:1][CH2:2][C:3](=[O:11])[NH:4][C:5]=2[CH:10]=1)=[O:19], predict the reactants needed to synthesize it. The reactants are: [O:1]1[C:6]2[CH:7]=[CH:8][CH:9]=[CH:10][C:5]=2[NH:4][C:3](=[O:11])[CH2:2]1.[Br:12][CH2:13][CH2:14][CH2:15][CH2:16][CH2:17][C:18](Cl)=[O:19]. (10) Given the product [CH3:34][N:16]1[S:15](=[O:35])[N:14]([CH2:13][C:10]2[CH:9]=[CH:8][C:7]([C:6]([OH:36])=[O:5])=[CH:12][CH:11]=2)[C:19](=[O:20])[C:18]2[CH:21]=[C:22]([C:25]#[C:26][CH2:27][C:28]3[CH:33]=[CH:32][CH:31]=[CH:30][CH:29]=3)[CH:23]=[CH:24][C:17]1=2, predict the reactants needed to synthesize it. The reactants are: C([O:5][C:6](=[O:36])[C:7]1[CH:12]=[CH:11][C:10]([CH2:13][N:14]2[C:19](=[O:20])[C:18]3[CH:21]=[C:22]([C:25]#[C:26][CH2:27][C:28]4[CH:33]=[CH:32][CH:31]=[CH:30][CH:29]=4)[CH:23]=[CH:24][C:17]=3[N:16]([CH3:34])[S:15]2=[O:35])=[CH:9][CH:8]=1)(C)(C)C.FC(F)(F)C(O)=O.